Dataset: Reaction yield outcomes from USPTO patents with 853,638 reactions. Task: Predict the reaction yield, written as a fraction of the theoretical maximum amount of product (1.0 means a 100% yield; for example, 0.34 means a 34% yield). The reactants are [CH3:1][C:2]1[N:7]=[N:6][CH:5]=[C:4](C(O)=O)[CH:3]=1.C([N:13]([CH2:16]C)CC)C.C1C=CC(P(N=[N+]=[N-])(C2C=CC=CC=2)=[O:25])=CC=1.[F:35][C:36]([CH:48]1[CH2:53][CH2:52][NH:51][CH2:50][CH2:49]1)([S:38]([C:41]1[CH:46]=[CH:45][CH:44]=[C:43]([F:47])[CH:42]=1)(=[O:40])=[O:39])[CH3:37]. The catalyst is CN(C=O)C.CCOC(C)=O.O. The product is [F:35][C:36]([CH:48]1[CH2:53][CH2:52][N:51]([C:16]([NH:13][C:4]2[CH:3]=[C:2]([CH3:1])[N:7]=[N:6][CH:5]=2)=[O:25])[CH2:50][CH2:49]1)([S:38]([C:41]1[CH:46]=[CH:45][CH:44]=[C:43]([F:47])[CH:42]=1)(=[O:40])=[O:39])[CH3:37]. The yield is 0.0400.